This data is from Aqueous solubility values for 9,982 compounds from the AqSolDB database. The task is: Regression/Classification. Given a drug SMILES string, predict its absorption, distribution, metabolism, or excretion properties. Task type varies by dataset: regression for continuous measurements (e.g., permeability, clearance, half-life) or binary classification for categorical outcomes (e.g., BBB penetration, CYP inhibition). For this dataset (solubility_aqsoldb), we predict Y. (1) The molecule is O=P1(N(CCCl)CCCl)NCCCCO1. The Y is -0.962 log mol/L. (2) The drug is COC(=O)C1=CO[C@@H](O[C@@H]2O[C@H](CO)[C@@H](O)[C@H](O)[C@H]2O)[C@H]2[C@@H]1C[C@H](O)[C@@H]2C. The Y is -0.591 log mol/L. (3) The molecule is CCCCCOC(=O)c1ccc(O)c(Br)c1. The Y is -4.10 log mol/L. (4) The drug is CCCCC(CC)C(=O)[O-].CCCCC(CC)C(=O)[O-].[Zr+2]. The Y is -8.70 log mol/L. (5) The compound is CCCCN(CCCC)c1ccc2c(c1)Oc1cc(C)c(Nc3ccccc3)cc1C21OC(=O)c2ccccc21. The Y is -7.40 log mol/L. (6) The Y is -3.35 log mol/L. The molecule is CCCCCOC(=O)c1ccc(N)cc1.